From a dataset of Forward reaction prediction with 1.9M reactions from USPTO patents (1976-2016). Predict the product of the given reaction. (1) The product is: [Cl:19][C:20]1[CH:27]=[C:24]([C:25]2[C:3]3[C:4](=[C:5]4[O:10][CH2:9][CH2:8][O:7][C:6]4=[CH:11][C:2]=3[F:1])[C:12]3[C:13]([CH3:18])=[N:14][NH:15][C:16]=3[N:17]=2)[C:23]([F:28])=[CH:22][C:21]=1[OH:29]. Given the reactants [F:1][C:2]1[CH:3]=[C:4]([C:12]2[C:13]([CH3:18])=[N:14][NH:15][C:16]=2[NH2:17])[C:5]2[O:10][CH2:9][CH2:8][O:7][C:6]=2[CH:11]=1.[Cl:19][C:20]1[C:21]([OH:29])=[CH:22][C:23]([F:28])=[C:24]([CH:27]=1)[CH:25]=O, predict the reaction product. (2) Given the reactants [NH2:1][C:2]1[CH:10]=[CH:9][CH:8]=[C:7]([CH3:11])[C:3]=1[C:4]([NH2:6])=O.[Cl:12][C:13]1[CH:21]=[CH:20][CH:19]=[CH:18][C:14]=1[C:15](Cl)=O.[N:22]1([C:28]([O:30][CH2:31][CH3:32])=[O:29])[CH2:27][CH2:26][NH:25][CH2:24][CH2:23]1, predict the reaction product. The product is: [Cl:12][C:13]1[CH:21]=[CH:20][CH:19]=[CH:18][C:14]=1[C:15]1[N:6]=[C:4]([N:25]2[CH2:24][CH2:23][N:22]([C:28]([O:30][CH2:31][CH3:32])=[O:29])[CH2:27][CH2:26]2)[C:3]2[C:2](=[CH:10][CH:9]=[CH:8][C:7]=2[CH3:11])[N:1]=1. (3) Given the reactants [F:1][C:2]1[C:7]([CH2:8][OH:9])=[C:6]([I:10])[CH:5]=[CH:4][N:3]=1.N1C=CN=C1.[CH3:16][C:17]([Si:20](Cl)([CH3:22])[CH3:21])([CH3:19])[CH3:18].C(OCC)C, predict the reaction product. The product is: [Si:20]([O:9][CH2:8][C:7]1[C:2]([F:1])=[N:3][CH:4]=[CH:5][C:6]=1[I:10])([C:17]([CH3:19])([CH3:18])[CH3:16])([CH3:22])[CH3:21]. (4) Given the reactants C[Si]([N-][Si](C)(C)C)(C)C.[Li+].[Cl:11][C:12]1[N:17]=[C:16]([NH:18][C:19]2[CH:24]=[CH:23][CH:22]=[CH:21][N:20]=2)[CH:15]=[C:14]([Cl:25])[N:13]=1.C(OC(O[C:37]([CH3:40])([CH3:39])[CH3:38])=O)(O[C:37]([CH3:40])([CH3:39])[CH3:38])=O.C1C[O:44][CH2:43]C1, predict the reaction product. The product is: [Cl:11][C:12]1[N:17]=[C:16]([N:18]([C:19]2[CH:24]=[CH:23][CH:22]=[CH:21][N:20]=2)[C:43]([C:37]([CH3:38])([CH3:39])[CH3:40])=[O:44])[CH:15]=[C:14]([Cl:25])[N:13]=1. (5) Given the reactants [S:1]([C:9]1[CH:14]=[CH:13][C:12]([OH:15])=[CH:11][CH:10]=1)[C:2]1[CH:7]=[CH:6][C:5](O)=[CH:4][CH:3]=1.[C:16](=[O:19])([O-])[O-].[K+].[K+].Br[CH2:23][CH2:24][CH2:25][CH2:26][CH2:27][CH2:28][CH3:29].O, predict the reaction product. The product is: [CH2:23]([O:15][C:12]1[CH:13]=[CH:14][C:9]([S:1][C:2]2[CH:7]=[CH:6][C:5]([O:19][CH2:16][CH2:6][CH2:7][CH2:2][CH2:3][CH2:4][CH3:5])=[CH:4][CH:3]=2)=[CH:10][CH:11]=1)[CH2:24][CH2:25][CH2:26][CH2:27][CH2:28][CH3:29]. (6) Given the reactants [C:1]1(=[CH:4][C:5]([O:7][Si:8]([CH3:11])([CH3:10])[CH3:9])=[CH2:6])[CH2:3][CH2:2]1.[N+:12]([C:15]1[CH:22]=[N:21][CH:20]=[CH:19][C:16]=1[CH:17]=[O:18])([O-:14])=[O:13].C[C:24](C)(C)/[C:25](/[OH:39])=[CH:26]/[C:27]([C:29]([C:32](C(F)(F)F)(F)F)(F)F)=O.C[C:24](C)(C)/[C:25](/[OH:39])=[CH:26]/[C:27]([C:29]([C:32](C(F)(F)F)(F)F)(F)F)=O.C[C:24](C)(C)/[C:25](/[OH:39])=[CH:26]/[C:27]([C:29]([C:32](C(F)(F)F)(F)F)(F)F)=O.[Eu], predict the reaction product. The product is: [N+:12]([C:15]1[CH:22]=[N:21][CH:20]=[CH:19][C:16]=1[CH:17]1[CH2:6][C:5]([O:7][Si:8]([CH3:9])([CH3:11])[CH3:10])=[CH:4][C:1]2([CH2:2][CH2:3]2)[O:18]1)([O-:14])=[O:13].[N+:12]([C:15]1[CH:22]=[N:21][CH:20]=[CH:19][C:16]=1[CH:17]1[CH2:24][C:25](=[O:39])[CH2:26][C:27]2([CH2:29][CH2:32]2)[O:18]1)([O-:14])=[O:13].